From a dataset of Full USPTO retrosynthesis dataset with 1.9M reactions from patents (1976-2016). Predict the reactants needed to synthesize the given product. (1) The reactants are: [CH2:1](N(CC)CC)C.[S:8](Cl)([C:11]1[CH:17]=[CH:16][C:14]([CH3:15])=[CH:13][CH:12]=1)(=[O:10])=[O:9].CC(C[AlH]CC(C)C)C.[C@H:28](O)([C:34]([O-:36])=O)[C@@H:29]([OH:33])C([O-])=O.[Na+].[K+]. Given the product [CH3:15][C:14]1[CH:16]=[CH:17][C:11]([S:8]([O:36][CH2:34][CH:28]([CH3:1])[CH2:29][OH:33])(=[O:10])=[O:9])=[CH:12][CH:13]=1, predict the reactants needed to synthesize it. (2) Given the product [N+:25]([C:22]1[N:23]=[CH:24][C:19]([N:11]2[C:12](=[O:17])[CH2:13][CH:14]3[N:8]([C:6]([OH:5])=[O:7])[CH:9]([CH2:16][CH2:15]3)[CH2:10]2)=[CH:20][CH:21]=1)([O-:27])=[O:26], predict the reactants needed to synthesize it. The reactants are: C([O:5][C:6]([N:8]1[CH:14]2[CH2:15][CH2:16][CH:9]1[CH2:10][NH:11][C:12](=[O:17])[CH2:13]2)=[O:7])(C)(C)C.Br[C:19]1[CH:20]=[CH:21][C:22]([N+:25]([O-:27])=[O:26])=[N:23][CH:24]=1. (3) Given the product [Cl:12][C:7]1[C:6]([O:13][CH3:14])=[C:5]([C:3]2[N:15]=[C:16]([NH2:18])[S:17][CH:2]=2)[CH:10]=[C:9]([Cl:11])[CH:8]=1, predict the reactants needed to synthesize it. The reactants are: Br[CH2:2][C:3]([C:5]1[CH:10]=[C:9]([Cl:11])[CH:8]=[C:7]([Cl:12])[C:6]=1[O:13][CH3:14])=O.[NH2:15][C:16]([NH2:18])=[S:17]. (4) Given the product [Cl:1][C:2]1[CH:7]=[CH:6][C:5]([CH:8]2[CH2:14][CH2:13][N:12]([CH3:15])[C:11](=[O:16])[C:10]3[S:17][C:18]([N:27]4[CH2:32][CH2:31][O:30][CH2:29][CH2:28]4)=[CH:19][C:9]2=3)=[CH:4][CH:3]=1, predict the reactants needed to synthesize it. The reactants are: [Cl:1][C:2]1[CH:7]=[CH:6][C:5]([CH:8]2[CH2:14][CH2:13][N:12]([CH3:15])[C:11](=[O:16])[C:10]3[S:17][C:18](I)=[CH:19][C:9]2=3)=[CH:4][CH:3]=1.C(=O)([O-])[O-].[Cs+].[Cs+].[NH:27]1[CH2:32][CH2:31][O:30][CH2:29][CH2:28]1. (5) Given the product [CH3:28][O:27][CH:3]([O:2][CH3:1])[CH2:4][N:5]1[C:9]2[N:10]=[C:11]([C:20]3[CH:26]=[CH:25][C:23]([NH:24][C:37]([NH:36][C:33]4[CH:34]=[CH:35][C:30]([CH3:29])=[CH:31][CH:32]=4)=[O:38])=[CH:22][CH:21]=3)[N:12]=[C:13]([N:14]3[CH2:15][CH2:16][O:17][CH2:18][CH2:19]3)[C:8]=2[N:7]=[N:6]1, predict the reactants needed to synthesize it. The reactants are: [CH3:1][O:2][CH:3]([O:27][CH3:28])[CH2:4][N:5]1[C:9]2[N:10]=[C:11]([C:20]3[CH:26]=[CH:25][C:23]([NH2:24])=[CH:22][CH:21]=3)[N:12]=[C:13]([N:14]3[CH2:19][CH2:18][O:17][CH2:16][CH2:15]3)[C:8]=2[N:7]=[N:6]1.[CH3:29][C:30]1[CH:35]=[CH:34][C:33]([N:36]=[C:37]=[O:38])=[CH:32][CH:31]=1. (6) Given the product [CH2:33]([O:32][C:30]([C:29]1[NH:27][CH:28]=[C:15]2[C:10]=1[CH:11]1[CH2:26][CH2:25][CH:14]2[CH:13]=[CH:12]1)=[O:31])[CH3:34], predict the reactants needed to synthesize it. The reactants are: C1(S([CH:10]2[CH:15](S(C3C=CC=CC=3)(=O)=O)[CH:14]3[CH2:25][CH2:26][CH:11]2[CH:12]=[CH:13]3)(=O)=O)C=CC=CC=1.[N+:27]([CH2:29][C:30]([O:32][CH2:33][CH3:34])=[O:31])#[C-:28].CC(C)([O-])C.[K+].Cl. (7) The reactants are: [OH:1][C@@H:2]([C@@H:11]([NH:16][C:17](=[O:40])[O:18][C@@H:19]([C:25]1[O:26][C:27]([C:30]2[CH:35]=[CH:34][C:33]([C:36]([F:39])([F:38])[F:37])=[CH:32][CH:31]=2)=[N:28][N:29]=1)[C:20]([CH3:24])([CH3:23])[CH2:21][CH3:22])[CH2:12][CH2:13][CH2:14][CH3:15])[C:3](=[O:10])[NH:4][C:5]1[NH:9][N:8]=[CH:7][CH:6]=1.O[C@H]([C@@H](NC(=O)O[C@@H](C1OC(C2C=CC(C(F)(F)F)=CC=2)=NN=1)C(C)(C)CC)CCCC)C(=O)NC1NN=CC=1.CC(OI1(OC(C)=O)(OC(C)=O)OC(=O)C2C=CC=CC1=2)=O.S(S([O-])=O)([O-])(=O)=O.[Na+].[Na+].C(=O)(O)[O-].[Na+]. Given the product [O:10]=[C:3]([NH:4][C:5]1[NH:9][N:8]=[CH:7][CH:6]=1)[C:2]([C@@H:11]([NH:16][C:17](=[O:40])[O:18][C@@H:19]([C:25]1[O:26][C:27]([C:30]2[CH:31]=[CH:32][C:33]([C:36]([F:38])([F:39])[F:37])=[CH:34][CH:35]=2)=[N:28][N:29]=1)[C:20]([CH3:24])([CH3:23])[CH2:21][CH3:22])[CH2:12][CH2:13][CH2:14][CH3:15])=[O:1], predict the reactants needed to synthesize it. (8) The reactants are: [C:1]1(=[O:7])O[C:4](=[O:5])[CH:3]=[CH:2]1.S(OCC)(OCC)(=O)=O.[Cl-].[Al+3].[Cl-].[Cl-].[CH3:21][O:22][C:23]1[CH:28]=[CH:27][CH:26]=[CH:25][C:24]=1[O:29][CH3:30].Cl.[NH2:32][C:33]1[CH:38]=[CH:37][CH:36]=[CH:35][CH:34]=1. Given the product [C:33]1([NH:32][C:1](=[O:7])/[CH:2]=[CH:3]/[C:4]([C:26]2[CH:27]=[CH:28][C:23]([O:22][CH3:21])=[C:24]([O:29][CH3:30])[CH:25]=2)=[O:5])[CH:38]=[CH:37][CH:36]=[CH:35][CH:34]=1, predict the reactants needed to synthesize it. (9) Given the product [C:36]([OH:43])(=[O:42])/[CH:37]=[CH:38]/[C:39]([OH:41])=[O:40].[C:36]([OH:43])(=[O:42])/[CH:37]=[CH:38]/[C:39]([OH:41])=[O:40].[CH3:1][N:2]([CH2:4][C:5]1[C:13]2[O:12][N:11]=[C:10]([CH2:14][CH2:15][CH:16]3[CH2:17][CH2:18][N:19]([CH2:22][C:23]4[CH:28]=[CH:27][CH:26]=[CH:25][CH:24]=4)[CH2:20][CH2:21]3)[C:9]=2[CH:8]=[CH:7][C:6]=1[O:29][CH:30]1[CH2:35][CH2:34][CH2:33][CH:32]=[CH:31]1)[CH3:3], predict the reactants needed to synthesize it. The reactants are: [CH3:1][N:2]([CH2:4][C:5]1[C:13]2[O:12][N:11]=[C:10]([CH2:14][CH2:15][CH:16]3[CH2:21][CH2:20][N:19]([CH2:22][C:23]4[CH:28]=[CH:27][CH:26]=[CH:25][CH:24]=4)[CH2:18][CH2:17]3)[C:9]=2[CH:8]=[CH:7][C:6]=1[O:29][CH:30]1[CH2:35][CH2:34][CH2:33][CH:32]=[CH:31]1)[CH3:3].[C:36]([OH:43])(=[O:42])/[CH:37]=[CH:38]/[C:39]([OH:41])=[O:40]. (10) Given the product [CH:1]([C:4]12[CH2:13][CH:8]([CH:9]([CH3:12])[CH2:10][CH2:11]1)[C:7](=[O:14])[CH2:6][CH:5]2[CH3:15])([CH3:3])[CH3:2], predict the reactants needed to synthesize it. The reactants are: [C:1]([C:4]12[CH2:13][CH:8]([C:9]([CH3:12])=[CH:10][CH2:11]1)[C:7](=[O:14])[CH2:6][CH:5]2[CH3:15])([CH3:3])=[CH2:2].